Dataset: Full USPTO retrosynthesis dataset with 1.9M reactions from patents (1976-2016). Task: Predict the reactants needed to synthesize the given product. (1) Given the product [CH2:1]([N:6]([CH2:15][C:16]#[CH:21])[NH2:7])[C:2]#[CH:3].[CH2:17]([NH:6][NH2:7])[C:16]#[CH:15], predict the reactants needed to synthesize it. The reactants are: [CH2:1](Br)[C:2]#[CH:3].O.[NH2:6][NH2:7].[H-].[Al+3].[Li+].[H-].[H-].[H-].F[C:15](F)(F)[C:16]1[CH:21]=[CH:21][C:16]([CH2:15]C(O)=O)=[CH:17][CH:17]=1. (2) Given the product [NH:1]1[CH:5]=[CH:4][N:3]=[C:2]1[CH2:6][N:7]([CH2:15][C:16]1[CH:23]=[CH:22][C:19]([CH:20]=[N:32][CH2:31][CH2:30][CH2:29][CH2:28][N:27]([CH2:33][CH2:34][CH3:35])[CH2:24][CH2:25][CH3:26])=[CH:18][CH:17]=1)[CH2:8][C:9]1[N:10]([CH3:14])[CH:11]=[CH:12][N:13]=1, predict the reactants needed to synthesize it. The reactants are: [NH:1]1[CH:5]=[CH:4][N:3]=[C:2]1[CH2:6][N:7]([CH2:15][C:16]1[CH:23]=[CH:22][C:19]([CH:20]=O)=[CH:18][CH:17]=1)[CH2:8][C:9]1[N:10]([CH3:14])[CH:11]=[CH:12][N:13]=1.[CH2:24]([N:27]([CH2:33][CH2:34][CH3:35])[CH2:28][CH2:29][CH2:30][CH2:31][NH2:32])[CH2:25][CH3:26].C(OC)(OC)OC.